From a dataset of Catalyst prediction with 721,799 reactions and 888 catalyst types from USPTO. Predict which catalyst facilitates the given reaction. (1) Reactant: [Cl:1][C:2]1[C:3](=[O:32])[N:4]([CH2:17][CH2:18][C:19]2[CH:31]=[CH:30][C:22]([C:23]([O:25]C(C)(C)C)=[O:24])=[CH:21][CH:20]=2)[C:5]([CH2:9][N:10]([CH:12]2[CH2:16][CH2:15][CH2:14][CH2:13]2)[CH3:11])=[C:6]([Cl:8])[CH:7]=1.[F:33][C:34]([F:39])([F:38])[C:35]([OH:37])=[O:36]. Product: [F:33][C:34]([F:39])([F:38])[C:35]([OH:37])=[O:36].[Cl:1][C:2]1[C:3](=[O:32])[N:4]([CH2:17][CH2:18][C:19]2[CH:31]=[CH:30][C:22]([C:23]([OH:25])=[O:24])=[CH:21][CH:20]=2)[C:5]([CH2:9][N:10]([CH:12]2[CH2:13][CH2:14][CH2:15][CH2:16]2)[CH3:11])=[C:6]([Cl:8])[CH:7]=1. The catalyst class is: 2. (2) Reactant: Cl.[CH:2]1([C:7](=[NH:9])[NH2:8])[CH2:6][CH2:5][CH2:4][CH2:3]1.O=[C:11]1[CH2:15][CH2:14][CH2:13][CH:12]1[C:16](OCC)=[O:17].C[O-].[Na+]. Product: [CH:2]1([C:7]2[NH:9][C:16](=[O:17])[C:12]3[CH2:13][CH2:14][CH2:15][C:11]=3[N:8]=2)[CH2:6][CH2:5][CH2:4][CH2:3]1. The catalyst class is: 8. (3) Reactant: C([N:3]([CH2:6]C)[CH2:4][CH3:5])C.C1(P(N=[N+]=[N-])(C2C=CC=CC=2)=[O:15])C=CC=CC=1.[Br:25][C:26]1[S:27][CH:28]=C(C(O)=O)C=1.[CH3:34][C:35]([OH:38])([CH3:37])[CH3:36]. Product: [C:35]([O:38][C:6](=[O:15])[NH:3][C:4]1[CH:5]=[C:26]([Br:25])[S:27][CH:28]=1)([CH3:37])([CH3:36])[CH3:34]. The catalyst class is: 11. (4) Reactant: C(=O)=O.[CH3:4][O:5][C:6]1[CH:15]=[C:14]2[C:9]([CH:10]=[CH:11][CH:12]=[C:13]2[CH2:16][CH2:17][NH2:18])=[CH:8][CH:7]=1.[C:19]([O-])(=[O:21])[CH3:20].[Na+].C(OC(=O)C)(=O)C. Product: [CH3:20][C:19]([NH:18][CH2:17][CH2:16][C:13]1[C:14]2[CH:15]=[C:6]([O:5][CH3:4])[CH:7]=[CH:8][C:9]=2[CH:10]=[CH:11][CH:12]=1)=[O:21]. The catalyst class is: 5. (5) Reactant: [NH2:1][C:2]1[N:7]=[CH:6][C:5]([C:8]#[C:9][CH2:10][OH:11])=[CH:4][CH:3]=1.NC1C=CC=CN=1. Product: [NH2:1][C:2]1[N:7]=[CH:6][C:5]([CH2:8][CH2:9][CH2:10][OH:11])=[CH:4][CH:3]=1. The catalyst class is: 320.